Task: Predict the reactants needed to synthesize the given product.. Dataset: Full USPTO retrosynthesis dataset with 1.9M reactions from patents (1976-2016) Given the product [CH3:1][C:2]1([CH3:10])[O:7][C:6](=[O:8])[C:5](=[CH:18][NH:11][C:12]2[CH:17]=[CH:16][N:15]=[CH:14][CH:13]=2)[C:4](=[O:9])[O:3]1, predict the reactants needed to synthesize it. The reactants are: [CH3:1][C:2]1([CH3:10])[O:7][C:6](=[O:8])[CH2:5][C:4](=[O:9])[O:3]1.[NH2:11][C:12]1[CH:17]=[CH:16][N:15]=[CH:14][CH:13]=1.[CH:18](OC)(OC)OC.